The task is: Predict the product of the given reaction.. This data is from Forward reaction prediction with 1.9M reactions from USPTO patents (1976-2016). (1) Given the reactants N(C(OC(C)C)=O)=NC(OC(C)C)=O.[C:15]([O:19][C:20](=[O:35])[NH:21][C@H:22]([C:26]([N:28]1[CH2:33][CH2:32][CH:31]([OH:34])[CH2:30][CH2:29]1)=[O:27])[CH:23]([CH3:25])[CH3:24])([CH3:18])([CH3:17])[CH3:16].O[C:37]1[CH:42]=[CH:41][C:40]([CH3:43])=[CH:39][N:38]=1.C1(P(C2C=CC=CC=2)C2C=CC=CC=2)C=CC=CC=1, predict the reaction product. The product is: [C:15]([O:19][C:20](=[O:35])[NH:21][C@H:22]([C:26]([N:28]1[CH2:33][CH2:32][CH:31]([O:34][C:37]2[CH:42]=[CH:41][C:40]([CH3:43])=[CH:39][N:38]=2)[CH2:30][CH2:29]1)=[O:27])[CH:23]([CH3:25])[CH3:24])([CH3:17])([CH3:18])[CH3:16]. (2) Given the reactants [OH:1][CH:2]1[CH:6]([CH2:7][S:8][CH3:9])[CH2:5][NH:4][CH2:3]1.CO.Cl, predict the reaction product. The product is: [OH:1][C@H:2]1[C@H:6]([CH2:7][S:8][CH3:9])[CH2:5][NH:4][CH2:3]1. (3) Given the reactants [CH3:1][S:2]([N:5]1[CH2:10][CH:9]=[C:8]([C:11]2[CH:12]=[C:13]3[CH2:27][C:18]4([CH2:26][C:20]5([CH2:25][CH2:24][NH:23][CH2:22][CH2:21]5)[CH2:19]4)[O:17][C:14]3=[CH:15][N:16]=2)[CH2:7][CH2:6]1)(=[O:4])=[O:3].Cl[C:29]1[CH:34]=[CH:33][C:32]([C:35]([F:38])([F:37])[F:36])=[CH:31][N:30]=1, predict the reaction product. The product is: [CH3:1][S:2]([N:5]1[CH2:6][CH:7]=[C:8]([C:11]2[CH:12]=[C:13]3[CH2:27][C:18]4([CH2:19][C:20]5([CH2:21][CH2:22][N:23]([C:29]6[CH:34]=[CH:33][C:32]([C:35]([F:38])([F:37])[F:36])=[CH:31][N:30]=6)[CH2:24][CH2:25]5)[CH2:26]4)[O:17][C:14]3=[CH:15][N:16]=2)[CH2:9][CH2:10]1)(=[O:4])=[O:3]. (4) The product is: [F:16][C@@H:6]1[C@@H:5]([OH:4])[C@@H:11]([OH:12])[CH2:10][O:9][CH:7]1[OH:8]. Given the reactants C([O:4][C@H:5]1[C@@H:11]([O:12]C(=O)C)[CH2:10][O:9][CH:7]([OH:8])[C@@H:6]1[F:16])(=O)C.C[O-].[Na+], predict the reaction product. (5) Given the reactants C(OC(=O)[NH:7][C@H:8]1[CH2:13][CH2:12][C@H:11]([CH2:14][NH:15][C:16]2[C:21]([N+:22]([O-:24])=[O:23])=[CH:20][N:19]=[C:18]([NH:25][CH2:26][C:27]3[C:28]([O:33]C)=[N:29][CH:30]=[CH:31][CH:32]=3)[N:17]=2)[CH2:10][CH2:9]1)(C)(C)C.Cl, predict the reaction product. The product is: [NH2:7][C@H:8]1[CH2:13][CH2:12][C@H:11]([CH2:14][NH:15][C:16]2[C:21]([N+:22]([O-:24])=[O:23])=[CH:20][N:19]=[C:18]([NH:25][CH2:26][C:27]3[C:28](=[O:33])[NH:29][CH:30]=[CH:31][CH:32]=3)[N:17]=2)[CH2:10][CH2:9]1.